From a dataset of Forward reaction prediction with 1.9M reactions from USPTO patents (1976-2016). Predict the product of the given reaction. (1) Given the reactants C(N(C(C)C)CC)(C)C.[CH:10]([CH2:12][C:13]([OH:15])=O)=[CH2:11].N1C2C=CC=C(O[P+](N(C)C)(N(C)C)N(C)C)C=2N=N1.F[P-](F)(F)(F)(F)F.Cl.Cl.[N:45]1[C:53]2[CH2:52][CH2:51][NH:50][CH2:49][C:48]=2[S:47][C:46]=1[NH:54][C:55]([NH2:57])=[NH:56].[OH-].[Na+], predict the reaction product. The product is: [C:13]([N:50]1[CH2:51][CH2:52][C:53]2[N:45]=[C:46]([NH:54][C:55]([NH2:57])=[NH:56])[S:47][C:48]=2[CH2:49]1)(=[O:15])[CH2:12][CH:10]=[CH2:11]. (2) Given the reactants FC(F)(F)C(O)=O.[Cl:8][C:9]1[CH:14]=[C:13]2[NH:15][C:16](=[O:38])[C:17]3([CH:21]([C:22]4[CH:27]=[CH:26][CH:25]=[C:24]([Cl:28])[C:23]=4[F:29])[CH:20]([C:30]([OH:32])=O)[NH:19][CH:18]3[CH2:33][C:34]([CH3:37])([CH3:36])[CH3:35])[C:12]2=[CH:11][CH:10]=1.C(N(C(C)C)CC)(C)C.C1(P(Cl)(C2C=CC=CC=2)=O)C=CC=CC=1.[NH2:63][C:64]1[CH:71]=[CH:70][C:67]([C:68]#[N:69])=[CH:66][C:65]=1[F:72], predict the reaction product. The product is: [C:68]([C:67]1[CH:70]=[CH:71][C:64]([NH:63][C:30]([CH:20]2[NH:19][CH:18]([CH2:33][C:34]([CH3:37])([CH3:36])[CH3:35])[C:17]3([C:12]4[C:13](=[CH:14][C:9]([Cl:8])=[CH:10][CH:11]=4)[NH:15][C:16]3=[O:38])[CH:21]2[C:22]2[CH:27]=[CH:26][CH:25]=[C:24]([Cl:28])[C:23]=2[F:29])=[O:32])=[C:65]([F:72])[CH:66]=1)#[N:69]. (3) Given the reactants [CH:1]([O:4][C:5](=[O:21])[NH:6][C@@H:7]1[CH2:20][C:10]2[NH:11][C:12]3[CH:13]=[CH:14][C:15]([C:18]#[N:19])=[CH:16][C:17]=3[C:9]=2[CH2:8]1)([CH3:3])[CH3:2].Br[CH2:23][C:24]1[C:25]([N:30]2[C:38](=[O:39])[C:37]3[C:32](=[CH:33][CH:34]=[CH:35][CH:36]=3)[C:31]2=[O:40])=[N:26][CH:27]=[CH:28][CH:29]=1.C(=O)([O-])[O-].[Cs+].[Cs+].CN(C1C=CC=CN=1)C, predict the reaction product. The product is: [CH:1]([O:4][C:5](=[O:21])[NH:6][C@@H:7]1[CH2:20][C:10]2[N:11]([CH2:23][C:24]3[C:25]([N:30]4[C:31](=[O:40])[C:32]5[C:37](=[CH:36][CH:35]=[CH:34][CH:33]=5)[C:38]4=[O:39])=[N:26][CH:27]=[CH:28][CH:29]=3)[C:12]3[CH:13]=[CH:14][C:15]([C:18]#[N:19])=[CH:16][C:17]=3[C:9]=2[CH2:8]1)([CH3:3])[CH3:2]. (4) Given the reactants [CH3:1][O:2][CH2:3][CH2:4][O:5][C:6]1[C:11]([O:12][CH3:13])=[CH:10][C:9]([C:14]2[CH:19]=[CH:18][C:17]([N:20]([CH3:46])[CH2:21][CH2:22][N:23]([C:25]3[CH:26]=[CH:27][C:28]([C:31]4[CH:36]=[C:35]([O:37][CH3:38])[C:34]([O:39][CH2:40][CH2:41][O:42][CH3:43])=[C:33]([O:44][CH3:45])[CH:32]=4)=[N:29][CH:30]=3)[CH3:24])=[CH:16][N:15]=2)=[CH:8][C:7]=1[O:47][CH3:48].[CH3:49][S:50]([OH:53])(=[O:52])=[O:51], predict the reaction product. The product is: [CH3:49][S:50]([OH:53])(=[O:52])=[O:51].[CH3:49][S:50]([OH:53])(=[O:52])=[O:51].[CH3:1][O:2][CH2:3][CH2:4][O:5][C:6]1[C:7]([O:47][CH3:48])=[CH:8][C:9]([C:14]2[CH:19]=[CH:18][C:17]([N:20]([CH3:46])[CH2:21][CH2:22][N:23]([C:25]3[CH:26]=[CH:27][C:28]([C:31]4[CH:36]=[C:35]([O:37][CH3:38])[C:34]([O:39][CH2:40][CH2:41][O:42][CH3:43])=[C:33]([O:44][CH3:45])[CH:32]=4)=[N:29][CH:30]=3)[CH3:24])=[CH:16][N:15]=2)=[CH:10][C:11]=1[O:12][CH3:13].